Predict the product of the given reaction. From a dataset of Forward reaction prediction with 1.9M reactions from USPTO patents (1976-2016). (1) Given the reactants [F:1][CH2:2][CH2:3][O:4][C:5]1[CH:6]=[C:7]([C:13]2[S:14][C:15]([CH3:20])=[C:16]([CH2:18]O)[N:17]=2)[CH:8]=[CH:9][C:10]=1[O:11][CH3:12].C1C=CC(P(C2C=CC=CC=2)C2C=CC=CC=2)=CC=1.[Br:40]C(Br)(Br)C(C(Br)(Br)Br)=O, predict the reaction product. The product is: [Br:40][CH2:18][C:16]1[N:17]=[C:13]([C:7]2[CH:8]=[CH:9][C:10]([O:11][CH3:12])=[C:5]([O:4][CH2:3][CH2:2][F:1])[CH:6]=2)[S:14][C:15]=1[CH3:20]. (2) Given the reactants [OH:1][C:2]1[CH:9]=[CH:8][CH:7]=[CH:6][C:3]=1[CH:4]=[O:5].[Cl:10][C:11]1[CH:18]=[CH:17][CH:16]=[CH:15][C:12]=1[CH2:13]Cl.C([O-])([O-])=O.[K+].[K+], predict the reaction product. The product is: [Cl:10][C:11]1[CH:18]=[CH:17][CH:16]=[CH:15][C:12]=1[CH2:13][O:1][C:2]1[CH:9]=[CH:8][CH:7]=[CH:6][C:3]=1[CH:4]=[O:5].